From a dataset of Catalyst prediction with 721,799 reactions and 888 catalyst types from USPTO. Predict which catalyst facilitates the given reaction. (1) Reactant: [H-].[Na+].[Br:3][CH:4]([CH2:16][CH2:17]Br)[C:5]([NH:7][CH2:8][C:9]1[CH:14]=[CH:13][C:12]([F:15])=[CH:11][CH:10]=1)=[O:6]. Product: [Br:3][CH:4]1[CH2:16][CH2:17][N:7]([CH2:8][C:9]2[CH:14]=[CH:13][C:12]([F:15])=[CH:11][CH:10]=2)[C:5]1=[O:6]. The catalyst class is: 1. (2) Reactant: [CH3:1][S:2]([NH:5][C:6]1[CH:7]=[C:8]([CH:22]=[CH:23][CH:24]=1)[CH2:9][NH:10][C:11]([C:13]1[C:14]2[CH:15]=[CH:16][NH:17][C:18]=2[CH:19]=[CH:20][CH:21]=1)=[O:12])(=[O:4])=[O:3].[NH2:25][C:26]1[N:31]=[C:30](Cl)[CH:29]=[CH:28][N:27]=1.C(NC1C=C(C=CC=1)CNC(C1C2C=CN(C3C=CN=C(N)N=3)C=2C=CC=1)=O)(=O)C. Product: [NH2:25][C:26]1[N:31]=[C:30]([N:17]2[C:18]3[CH:19]=[CH:20][CH:21]=[C:13]([C:11]([NH:10][CH2:9][C:8]4[CH:22]=[CH:23][CH:24]=[C:6]([NH:5][S:2]([CH3:1])(=[O:3])=[O:4])[CH:7]=4)=[O:12])[C:14]=3[CH:15]=[CH:16]2)[CH:29]=[CH:28][N:27]=1. The catalyst class is: 6. (3) Reactant: [H-].[Al+3].[Li+].[H-].[H-].[H-].[F:7][C:8]1[CH:9]=[C:10]2[C:14](=[CH:15][CH:16]=1)[NH:13][C:12](=O)[C:11]2([CH3:19])[CH3:18].O. Product: [F:7][C:8]1[CH:9]=[C:10]2[C:14](=[CH:15][CH:16]=1)[NH:13][CH2:12][C:11]2([CH3:19])[CH3:18]. The catalyst class is: 1. (4) The catalyst class is: 2. Reactant: [NH2:1][C:2]1[CH:3]=[C:4]([NH:10][C:11]([C:13]2[CH:18]=[CH:17][C:16]([C:19]3[CH:24]=[CH:23][CH:22]=[CH:21][CH:20]=3)=[CH:15][CH:14]=2)=[O:12])[CH:5]=[CH:6][C:7]=1[O:8][CH3:9].N1C=CC=CC=1.[Cl:31][CH2:32][C:33](Cl)=[O:34]. Product: [Cl:31][CH2:32][C:33]([NH:1][C:2]1[CH:3]=[C:4]([NH:10][C:11]([C:13]2[CH:18]=[CH:17][C:16]([C:19]3[CH:24]=[CH:23][CH:22]=[CH:21][CH:20]=3)=[CH:15][CH:14]=2)=[O:12])[CH:5]=[CH:6][C:7]=1[O:8][CH3:9])=[O:34].